From a dataset of Catalyst prediction with 721,799 reactions and 888 catalyst types from USPTO. Predict which catalyst facilitates the given reaction. (1) Reactant: [CH2:1]([O:5][CH2:6][CH2:7][O:8][C:9]1[CH:14]=[CH:13][C:12]([C:15]2[CH:16]=[CH:17][C:18]3[N:25]([CH2:26][CH:27]([CH3:29])[CH3:28])[CH2:24][CH2:23][CH2:22][C:21]([C:30]([NH:32][C:33]4[CH:38]=[CH:37][C:36]([S:39][CH2:40][C:41]5[N:45]([CH2:46][CH2:47][CH3:48])[CH:44]=[N:43][CH:42]=5)=[C:35]([CH3:49])[CH:34]=4)=[O:31])=[CH:20][C:19]=3[CH:50]=2)=[CH:11][CH:10]=1)[CH2:2][CH2:3][CH3:4].ClC1C=CC=C(C(OO)=[O:59])C=1. Product: [CH2:1]([O:5][CH2:6][CH2:7][O:8][C:9]1[CH:10]=[CH:11][C:12]([C:15]2[CH:16]=[CH:17][C:18]3[N:25]([CH2:26][CH:27]([CH3:28])[CH3:29])[CH2:24][CH2:23][CH2:22][C:21]([C:30]([NH:32][C:33]4[CH:38]=[CH:37][C:36]([S:39]([CH2:40][C:41]5[N:45]([CH2:46][CH2:47][CH3:48])[CH:44]=[N:43][CH:42]=5)=[O:59])=[C:35]([CH3:49])[CH:34]=4)=[O:31])=[CH:20][C:19]=3[CH:50]=2)=[CH:13][CH:14]=1)[CH2:2][CH2:3][CH3:4]. The catalyst class is: 4. (2) Reactant: [C:1]([O:5][C:6](=[O:27])[NH:7][CH2:8][C:9]1[CH:14]=[C:13]([O:15][C:16]2[CH:21]=[CH:20][C:19]([F:22])=[C:18]([F:23])[CH:17]=2)[CH:12]=[CH:11][C:10]=1[N+:24]([O-])=O)([CH3:4])([CH3:3])[CH3:2].[Cl-].[NH4+].C(O)C. Product: [C:1]([O:5][C:6](=[O:27])[NH:7][CH2:8][C:9]1[CH:14]=[C:13]([O:15][C:16]2[CH:21]=[CH:20][C:19]([F:22])=[C:18]([F:23])[CH:17]=2)[CH:12]=[CH:11][C:10]=1[NH2:24])([CH3:4])([CH3:2])[CH3:3]. The catalyst class is: 150. (3) Reactant: [O:1]1[C:5]2[CH:6]=[CH:7][C:8]([C:10]([O:18]C)(OC)[CH2:11][CH2:12][C:13]([O-:15])=O)=[CH:9][C:4]=2[CH2:3][CH2:2]1.[K+].ClC1C=C(Cl)C=C(Cl)C=1C(Cl)=O.[Cl:33][C:34]1[CH:39]=[C:38]([C:40]2[CH:45]=[CH:44][CH:43]=[CH:42][CH:41]=2)[N:37]=[C:36]([NH2:46])[CH:35]=1.Cl. Product: [Cl:33][C:34]1[CH:39]=[C:38]([C:40]2[CH:45]=[CH:44][CH:43]=[CH:42][CH:41]=2)[N:37]=[C:36]([NH:46][C:13](=[O:15])[CH2:12][CH2:11][C:10]([C:8]2[CH:7]=[CH:6][C:5]3[O:1][CH2:2][CH2:3][C:4]=3[CH:9]=2)=[O:18])[CH:35]=1. The catalyst class is: 531. (4) Reactant: [Cl:1][C:2]1[C:3]([C:12]([OH:14])=O)=[CH:4][C:5]2[C:10]([CH:11]=1)=[CH:9][CH:8]=[CH:7][CH:6]=2.C(Cl)(=O)C([Cl:18])=O. The catalyst class is: 4. Product: [Cl:1][C:2]1[C:3]([C:12]([Cl:18])=[O:14])=[CH:4][C:5]2[C:10]([CH:11]=1)=[CH:9][CH:8]=[CH:7][CH:6]=2. (5) Reactant: [C:1]([Br:5])(Br)(Br)Br.C1(P(C2C=CC=CC=2)C2C=CC=CC=2)C=CC=CC=1.OC[CH2:27][O:28][C:29]1[C:30]([C:53]2[CH:58]=[CH:57][CH:56]=[CH:55][CH:54]=2)=[N:31][C:32]2[C:37]([C:38]=1[C:39]([NH:41][N:42]([C:47]1[CH:52]=[CH:51][CH:50]=[CH:49][CH:48]=1)[C:43]([O:45][CH3:46])=[O:44])=[O:40])=[CH:36][CH:35]=[CH:34][CH:33]=2. Product: [Br:5][CH2:1][CH2:27][O:28][C:29]1[C:30]([C:53]2[CH:58]=[CH:57][CH:56]=[CH:55][CH:54]=2)=[N:31][C:32]2[C:37]([C:38]=1[C:39]([NH:41][N:42]([C:47]1[CH:48]=[CH:49][CH:50]=[CH:51][CH:52]=1)[C:43]([O:45][CH3:46])=[O:44])=[O:40])=[CH:36][CH:35]=[CH:34][CH:33]=2. The catalyst class is: 2. (6) Reactant: [CH3:1][O:2][C:3](=[O:35])[CH2:4][C:5]1[CH:6]=[CH:7][C:8]2[O:12][C:11]([NH:13][CH:14]3[CH2:19][CH2:18][N:17]([CH2:20][C:21]4[CH:26]=[C:25]([O:27][CH2:28][CH3:29])[C:24](F)=[C:23]([O:31][CH2:32][CH3:33])[CH:22]=4)[CH2:16][CH2:15]3)=[N:10][C:9]=2[CH:34]=1.C(OC1C=C(C=C(OCC)C=1[N:47]1[CH:51]=[CH:50][CH:49]=[CH:48]1)C=O)C.C([BH3-])#N.[Na+].C(N(C(C)C)C(C)C)C. Product: [CH3:1][O:2][C:3](=[O:35])[CH2:4][C:5]1[CH:6]=[CH:7][C:8]2[O:12][C:11]([NH:13][CH:14]3[CH2:19][CH2:18][N:17]([CH2:20][C:21]4[CH:26]=[C:25]([O:27][CH2:28][CH3:29])[C:24]([N:47]5[CH:51]=[CH:50][CH:49]=[CH:48]5)=[C:23]([O:31][CH2:32][CH3:33])[CH:22]=4)[CH2:16][CH2:15]3)=[N:10][C:9]=2[CH:34]=1. The catalyst class is: 212. (7) Reactant: [C:1]([O:5][C:6]([N:8]1[CH2:13][CH2:12][CH:11]([N:14]2[C:18]3=[N:19][CH:20]=[N:21][C:22](Cl)=[C:17]3[CH:16]=[N:15]2)[CH2:10][CH2:9]1)=[O:7])([CH3:4])([CH3:3])[CH3:2].[F:24][C:25]([F:34])([F:33])[C:26]1[N:31]=[CH:30][C:29]([OH:32])=[CH:28][CH:27]=1.C(=O)([O-])[O-].[K+].[K+]. Product: [C:1]([O:5][C:6]([N:8]1[CH2:13][CH2:12][CH:11]([N:14]2[C:18]3=[N:19][CH:20]=[N:21][C:22]([O:32][C:29]4[CH:30]=[N:31][C:26]([C:25]([F:34])([F:24])[F:33])=[CH:27][CH:28]=4)=[C:17]3[CH:16]=[N:15]2)[CH2:10][CH2:9]1)=[O:7])([CH3:4])([CH3:3])[CH3:2]. The catalyst class is: 9. (8) Reactant: Cl[C:2]1[S:3][C:4]([C:7]2[CH:8]=[CH:9][C:10]([C:13]#N)=[N:11][CH:12]=2)=[CH:5][N:6]=1.[N:15]1([CH2:21][C:22]2[CH:27]=[CH:26][N:25]=[C:24]([NH2:28])[CH:23]=2)[CH2:20][CH2:19][O:18][CH2:17][CH2:16]1.[H-].[Na+]. Product: [CH3:13][C:10]1[N:11]=[CH:12][C:7]([C:4]2[S:3][C:2]([NH:28][C:24]3[CH:23]=[C:22]([CH2:21][N:15]4[CH2:20][CH2:19][O:18][CH2:17][CH2:16]4)[CH:27]=[CH:26][N:25]=3)=[N:6][CH:5]=2)=[CH:8][CH:9]=1. The catalyst class is: 12. (9) Reactant: [CH3:1][C:2]1[CH:8]=[CH:7][C:5]([NH2:6])=[CH:4][C:3]=1[N:9]1[C:16]2[N:12]([N:13]=[C:14]([C:17]3[CH:18]=[N:19][CH:20]=[CH:21][CH:22]=3)[CH:15]=2)[CH:11]=[CH:10]1.[CH3:23][S:24]([C:27]1[CH:28]=[C:29]([CH:33]=[C:34]([S:36]([F:41])([F:40])([F:39])([F:38])[F:37])[CH:35]=1)[C:30](O)=[O:31])(=[O:26])=[O:25].CN(C(ON1N=NC2C=CC=NC1=2)=[N+](C)C)C.F[P-](F)(F)(F)(F)F.C(N(CC)C(C)C)(C)C. Product: [CH3:1][C:2]1[CH:8]=[CH:7][C:5]([NH:6][C:30](=[O:31])[C:29]2[CH:33]=[C:34]([S:36]([F:38])([F:39])([F:40])([F:41])[F:37])[CH:35]=[C:27]([S:24]([CH3:23])(=[O:26])=[O:25])[CH:28]=2)=[CH:4][C:3]=1[N:9]1[C:16]2[N:12]([N:13]=[C:14]([C:17]3[CH:18]=[N:19][CH:20]=[CH:21][CH:22]=3)[CH:15]=2)[CH:11]=[CH:10]1. The catalyst class is: 3. (10) Reactant: [CH3:1][N:2]([C:14]1[CH:19]=[CH:18][CH:17]=[CH:16][CH:15]=1)[S:3]([C:6]1[N:7]=[N:8][C:9]([O:12]C)=[CH:10][CH:11]=1)(=[O:5])=[O:4].Cl. Product: [CH3:1][N:2]([C:14]1[CH:19]=[CH:18][CH:17]=[CH:16][CH:15]=1)[S:3]([C:6]1[CH:11]=[CH:10][C:9](=[O:12])[NH:8][N:7]=1)(=[O:4])=[O:5]. The catalyst class is: 12.